Dataset: NCI-60 drug combinations with 297,098 pairs across 59 cell lines. Task: Regression. Given two drug SMILES strings and cell line genomic features, predict the synergy score measuring deviation from expected non-interaction effect. (1) Drug 1: C1CC(=O)NC(=O)C1N2CC3=C(C2=O)C=CC=C3N. Drug 2: C1=CC=C(C(=C1)C(C2=CC=C(C=C2)Cl)C(Cl)Cl)Cl. Cell line: A549. Synergy scores: CSS=13.9, Synergy_ZIP=-2.97, Synergy_Bliss=2.12, Synergy_Loewe=2.05, Synergy_HSA=2.81. (2) Drug 1: CN1CCC(CC1)COC2=C(C=C3C(=C2)N=CN=C3NC4=C(C=C(C=C4)Br)F)OC. Drug 2: C1=NC2=C(N=C(N=C2N1C3C(C(C(O3)CO)O)F)Cl)N. Cell line: DU-145. Synergy scores: CSS=21.3, Synergy_ZIP=-4.05, Synergy_Bliss=-2.85, Synergy_Loewe=-14.2, Synergy_HSA=-1.99. (3) Drug 1: CNC(=O)C1=CC=CC=C1SC2=CC3=C(C=C2)C(=NN3)C=CC4=CC=CC=N4. Drug 2: CC12CCC3C(C1CCC2=O)CC(=C)C4=CC(=O)C=CC34C. Cell line: SW-620. Synergy scores: CSS=12.1, Synergy_ZIP=-0.233, Synergy_Bliss=-2.60, Synergy_Loewe=-4.36, Synergy_HSA=-4.08. (4) Drug 1: CN1C(=O)N2C=NC(=C2N=N1)C(=O)N. Drug 2: CC1C(C(CC(O1)OC2CC(CC3=C2C(=C4C(=C3O)C(=O)C5=CC=CC=C5C4=O)O)(C(=O)C)O)N)O. Cell line: SNB-19. Synergy scores: CSS=32.6, Synergy_ZIP=-5.03, Synergy_Bliss=-6.99, Synergy_Loewe=-8.47, Synergy_HSA=-3.17.